Dataset: Reaction yield outcomes from USPTO patents with 853,638 reactions. Task: Predict the reaction yield, written as a fraction of the theoretical maximum amount of product (1.0 means a 100% yield; for example, 0.34 means a 34% yield). (1) The reactants are [O-]CC.[Na+].[OH:5][C:6](=[CH:10][C:11]1[CH:16]=[CH:15][CH:14]=[C:13]([N+:17]([O-:19])=[O:18])[CH:12]=1)[C:7]([OH:9])=[O:8].[BH4-].[Na+].O. The catalyst is CO.CCCCCCC.C(OCC)(=O)C. The product is [OH:5][CH:6]([CH2:10][C:11]1[CH:16]=[CH:15][CH:14]=[C:13]([N+:17]([O-:19])=[O:18])[CH:12]=1)[C:7]([OH:9])=[O:8]. The yield is 0.570. (2) The reactants are [I:1][C:2]1[C:10]2[C:5](=[N:6][CH:7]=[N:8][C:9]=2[NH2:11])[NH:4][N:3]=1.O[C@H:13]1[CH2:18][CH2:17][CH2:16][N:15]([C:19]([O:21][C:22]([CH3:25])([CH3:24])[CH3:23])=[O:20])[CH2:14]1.C1(P(C2C=CC=CC=2)C2C=CC=CC=2)C=CC=CC=1.N(C(OC(C)C)=O)=NC(OC(C)C)=O. The catalyst is O1CCCC1. The product is [NH2:11][C:9]1[N:8]=[CH:7][N:6]=[C:5]2[N:4]([C@@H:17]3[CH2:18][CH2:13][CH2:14][N:15]([C:19]([O:21][C:22]([CH3:25])([CH3:24])[CH3:23])=[O:20])[CH2:16]3)[N:3]=[C:2]([I:1])[C:10]=12. The yield is 0.330. (3) The reactants are [CH3:1][NH2:2].Br[CH2:4][C:5]1[CH:12]=[CH:11][C:8]([C:9]#[N:10])=[CH:7][CH:6]=1. The catalyst is CCO. The product is [CH3:1][NH:2][CH2:4][C:5]1[CH:12]=[CH:11][C:8]([C:9]#[N:10])=[CH:7][CH:6]=1. The yield is 0.370.